Dataset: Reaction yield outcomes from USPTO patents with 853,638 reactions. Task: Predict the reaction yield, written as a fraction of the theoretical maximum amount of product (1.0 means a 100% yield; for example, 0.34 means a 34% yield). (1) The reactants are [CH2:1]([NH:3][C:4]([NH:6][C:7]1[NH:11][C:10]2[C:12]([C@H:27]3[CH2:31][CH2:30][CH2:29][O:28]3)=[C:13]([F:26])[C:14]([C:16]3[CH:17]=[N:18][C:19]([C:22]([OH:25])([CH3:24])[CH3:23])=[N:20][CH:21]=3)=[CH:15][C:9]=2[N:8]=1)=[O:5])[CH3:2].[CH3:32][C:33]([O:36][C:37](O[C:37]([O:36][C:33]([CH3:35])([CH3:34])[CH3:32])=[O:38])=[O:38])([CH3:35])[CH3:34]. The catalyst is CN(C=O)C.CN(C1C=CN=CC=1)C.O.CCOC(C)=O. The product is [C:37]([N:6]([C:7]1[NH:11][C:10]2[C:12]([C@H:27]3[CH2:31][CH2:30][CH2:29][O:28]3)=[C:13]([F:26])[C:14]([C:16]3[CH:17]=[N:18][C:19]([C:22]([OH:25])([CH3:24])[CH3:23])=[N:20][CH:21]=3)=[CH:15][C:9]=2[N:8]=1)[C:4](=[O:5])[N:3]([C:37]([O:36][C:33]([CH3:35])([CH3:34])[CH3:32])=[O:38])[CH2:1][CH3:2])([O:36][C:33]([CH3:35])([CH3:34])[CH3:32])=[O:38]. The yield is 0.731. (2) The reactants are [CH2:1]([O:8][C:9]1[CH:14]=[CH:13][C:12]([CH2:15][CH2:16][N+:17]([O-:19])=O)=[CH:11][CH:10]=1)[C:2]1[CH:7]=[CH:6][CH:5]=[CH:4][CH:3]=1.O1CCCC1.[Cl:25]CCl.C([Li])CCC. The catalyst is [Ti](Cl)(Cl)(Cl)Cl.C(OCC)(=O)C.O. The product is [CH2:1]([O:8][C:9]1[CH:14]=[CH:13][C:12]([CH2:15][C:16]([Cl:25])=[N:17][OH:19])=[CH:11][CH:10]=1)[C:2]1[CH:7]=[CH:6][CH:5]=[CH:4][CH:3]=1. The yield is 0.780.